This data is from M1 muscarinic receptor agonist screen with 61,833 compounds. The task is: Binary Classification. Given a drug SMILES string, predict its activity (active/inactive) in a high-throughput screening assay against a specified biological target. (1) The drug is FC(F)(C(F)(F)C(=O)NCc1ccncc1)C(=O)NCc1ccncc1. The result is 0 (inactive). (2) The drug is Clc1ccc(Cn2nc(NC(=O)c3noc(c4cc(OC)ccc4)c3)cc2C)cc1. The result is 0 (inactive). (3) The molecule is O(c1c(CNc2cc3ncn(C(C)C)c3cc2)cccc1OC)C. The result is 0 (inactive). (4) The compound is S(c1n(c2c(n(c(=O)n(c2=O)C)C)n1)C)c1n(C)cnn1. The result is 0 (inactive). (5) The molecule is S1CC(=Nn2c1nnc2c1n[nH]c(c1)C)C(C)(C)C. The result is 0 (inactive). (6) The result is 0 (inactive). The drug is s1c(C(=O)N2CCN(CC2)CCC)c(c2c1ncn(c2=O)CC(=O)NCCC)C. (7) The drug is S(=O)(=O)(N1CCc2c(C1)cccc2)c1ccc(NC(=O)c2oc(cc2)C)cc1. The result is 0 (inactive). (8) The drug is o1c(C(=O)NCCc2ncccc2)ccc1COc1ccccc1. The result is 0 (inactive). (9) The drug is s1c2nc(SCC(=O)Nc3noc(c3)C)n(c(=O)c2c(c1C)C)c1c(OC)ccc(c1)C. The result is 0 (inactive). (10) The result is 0 (inactive). The molecule is s1c(CCCCc2oc(nn2)N)ccc1.